Dataset: Forward reaction prediction with 1.9M reactions from USPTO patents (1976-2016). Task: Predict the product of the given reaction. Given the reactants C(#N)C.[CH:4]1([CH:8]([N:12]2[CH:16]=[C:15]([C:17]3[C:18]4[CH:25]=[CH:24][N:23](COCC[Si](C)(C)C)[C:19]=4[N:20]=[CH:21][N:22]=3)[CH:14]=[N:13]2)[CH2:9][C:10]#[N:11])[CH2:7][CH2:6][CH2:5]1.F[B-](F)(F)F.[Li+].[OH-].[NH4+], predict the reaction product. The product is: [CH:4]1([CH:8]([N:12]2[CH:16]=[C:15]([C:17]3[C:18]4[CH:25]=[CH:24][NH:23][C:19]=4[N:20]=[CH:21][N:22]=3)[CH:14]=[N:13]2)[CH2:9][C:10]#[N:11])[CH2:7][CH2:6][CH2:5]1.